From a dataset of Peptide-MHC class II binding affinity with 134,281 pairs from IEDB. Regression. Given a peptide amino acid sequence and an MHC pseudo amino acid sequence, predict their binding affinity value. This is MHC class II binding data. (1) The peptide sequence is FYKTLRAEQASQ. The MHC is DRB1_1302 with pseudo-sequence DRB1_1302. The binding affinity (normalized) is 0. (2) The peptide sequence is IYECKGVTVKDVTIT. The MHC is DRB1_1501 with pseudo-sequence DRB1_1501. The binding affinity (normalized) is 0.196. (3) The peptide sequence is LLTSGMVIFFMSPKGK. The MHC is DRB1_0901 with pseudo-sequence DRB1_0901. The binding affinity (normalized) is 0.616. (4) The peptide sequence is NDKFTVFEAAFNDAI. The MHC is HLA-DPA10201-DPB10501 with pseudo-sequence HLA-DPA10201-DPB10501. The binding affinity (normalized) is 0.343.